This data is from Full USPTO retrosynthesis dataset with 1.9M reactions from patents (1976-2016). The task is: Predict the reactants needed to synthesize the given product. (1) Given the product [F:33][C:30]([F:31])([F:32])[CH2:29][N:25]1[C:24]([C:18]2[S:19][C:20]3[CH2:21][CH2:22][O:23][C:14]4[CH:13]=[C:12]([C:10]5[CH:9]=[N:8][N:7]([C:2]([CH3:1])([CH3:6])[C:3]([NH2:37])=[O:4])[CH:11]=5)[CH:35]=[CH:34][C:15]=4[C:16]=3[N:17]=2)=[N:28][CH:27]=[N:26]1, predict the reactants needed to synthesize it. The reactants are: [CH3:1][C:2]([N:7]1[CH:11]=[C:10]([C:12]2[CH:35]=[CH:34][C:15]3[C:16]4[N:17]=[C:18]([C:24]5[N:25]([CH2:29][C:30]([F:33])([F:32])[F:31])[N:26]=[CH:27][N:28]=5)[S:19][C:20]=4[CH2:21][CH2:22][O:23][C:14]=3[CH:13]=2)[CH:9]=[N:8]1)([CH3:6])[C:3](O)=[O:4].[Cl-].[NH4+:37]. (2) Given the product [OH:11][C:7]([C:1]1[CH:6]=[CH:5][CH:4]=[CH:3][CH:2]=1)([CH3:10])[CH:8]=[O:9], predict the reactants needed to synthesize it. The reactants are: [C:1]1([C:7]([OH:11])([CH3:10])[CH2:8][OH:9])[CH:6]=[CH:5][CH:4]=[CH:3][CH:2]=1.CC(OI1(OC(C)=O)(OC(C)=O)OC(=O)C2C=CC=CC1=2)=O.CCOC(C)=O.